From a dataset of Reaction yield outcomes from USPTO patents with 853,638 reactions. Predict the reaction yield, written as a fraction of the theoretical maximum amount of product (1.0 means a 100% yield; for example, 0.34 means a 34% yield). (1) The reactants are [CH3:1][N:2]1[C:6]([C:7]2[CH:8]=[C:9]([C:12]([NH:14][C@@H:15]([CH2:28][C:29]3[CH:34]=[CH:33][CH:32]=[C:31]([F:35])[CH:30]=3)[CH2:16][N:17]3[C:25](=[O:26])[C:24]4[C:19](=[CH:20][CH:21]=[CH:22][CH:23]=4)[C:18]3=[O:27])=[O:13])[S:10][CH:11]=2)=[C:5]([CH3:36])[N:4]=[N:3]1.C1C(=O)N([Cl:44])C(=O)C1.CCOC(C)=O. The catalyst is CN(C)C=O. The product is [Cl:44][C:11]1[S:10][C:9]([C:12]([NH:14][C@@H:15]([CH2:28][C:29]2[CH:34]=[CH:33][CH:32]=[C:31]([F:35])[CH:30]=2)[CH2:16][N:17]2[C:25](=[O:26])[C:24]3[C:19](=[CH:20][CH:21]=[CH:22][CH:23]=3)[C:18]2=[O:27])=[O:13])=[CH:8][C:7]=1[C:6]1[N:2]([CH3:1])[N:3]=[N:4][C:5]=1[CH3:36]. The yield is 0.280. (2) The reactants are Cl.[CH3:2][O:3][C:4](=[O:17])[C@H:5]([CH2:7][C:8]1[CH:13]=[CH:12][C:11]([N+:14]([O-:16])=[O:15])=[CH:10][CH:9]=1)[NH2:6].[Cl:18][C:19]1[CH:27]=[CH:26][CH:25]=[C:24]([CH3:28])[C:20]=1[C:21](O)=[O:22].CN(C(ON1N=NC2C=CC=CC1=2)=[N+](C)C)C.F[P-](F)(F)(F)(F)F.C(N(C(C)C)CC)(C)C. The catalyst is CN(C=O)C.C(OCC)(=O)C. The product is [CH3:2][O:3][C:4](=[O:17])[C@H:5]([CH2:7][C:8]1[CH:13]=[CH:12][C:11]([N+:14]([O-:16])=[O:15])=[CH:10][CH:9]=1)[NH:6][C:21]([C:20]1[C:24]([CH3:28])=[CH:25][CH:26]=[CH:27][C:19]=1[Cl:18])=[O:22]. The yield is 0.950. (3) The reactants are [S:1]1[CH2:5][CH2:4][NH:3][CH:2]1[C:6]([OH:8])=[O:7].[C:9](O[C:9]([O:11][C:12]([CH3:15])([CH3:14])[CH3:13])=[O:10])([O:11][C:12]([CH3:15])([CH3:14])[CH3:13])=[O:10]. No catalyst specified. The product is [C:12]([O:11][C:9]([N:3]1[CH2:4][CH2:5][S:1][CH:2]1[C:6]([OH:8])=[O:7])=[O:10])([CH3:15])([CH3:14])[CH3:13]. The yield is 0.970. (4) The reactants are O[C@@H:2]([CH3:22])[C@@H:3]([NH:7][C:8]([O:10][CH2:11][CH2:12][O:13][CH2:14][CH2:15][C:16]1[CH:21]=[CH:20][CH:19]=[CH:18][CH:17]=1)=[O:9])[C:4]([OH:6])=[O:5].CCN(CC)CC.CN(C(ON1N=NC2C=CC=CC1=2)=[N+](C)C)C.[B-](F)(F)(F)F. The catalyst is C(Cl)Cl. The product is [CH2:14]([O:13][CH2:12][CH2:11][O:10][C:8](=[O:9])[NH:7][C@H:3]1[C:4](=[O:6])[O:5][C@H:2]1[CH3:22])[CH2:15][C:16]1[CH:21]=[CH:20][CH:19]=[CH:18][CH:17]=1. The yield is 0.600. (5) The reactants are N(C(OC(C)C)=O)=NC(OC(C)C)=O.[F:15][C:16]1[C:24]([O:25][C:26]2[C:35]3[C:30](=[CH:31][C:32]([OH:38])=[C:33]([O:36][CH3:37])[CH:34]=3)[N:29]=[CH:28][N:27]=2)=[CH:23][CH:22]=[C:21]2[C:17]=1[CH:18]=[C:19]([CH3:39])[NH:20]2.C1(P(C2C=CC=CC=2)C2C=CC=CC=2)C=CC=CC=1.[C:59]([O:63][C:64]([N:66]1[CH2:71][CH2:70][CH:69]([CH2:72]O)[CH2:68][CH2:67]1)=[O:65])([CH3:62])([CH3:61])[CH3:60]. The catalyst is C(Cl)Cl. The product is [F:15][C:16]1[C:24]([O:25][C:26]2[C:35]3[C:30](=[CH:31][C:32]([O:38][CH2:72][CH:69]4[CH2:70][CH2:71][N:66]([C:64]([O:63][C:59]([CH3:60])([CH3:62])[CH3:61])=[O:65])[CH2:67][CH2:68]4)=[C:33]([O:36][CH3:37])[CH:34]=3)[N:29]=[CH:28][N:27]=2)=[CH:23][CH:22]=[C:21]2[C:17]=1[CH:18]=[C:19]([CH3:39])[NH:20]2. The yield is 0.860.